Dataset: Retrosynthesis with 50K atom-mapped reactions and 10 reaction types from USPTO. Task: Predict the reactants needed to synthesize the given product. (1) Given the product Fc1ccc(CN2CCOCC2)cc1Br, predict the reactants needed to synthesize it. The reactants are: C1COCCN1.O=Cc1ccc(F)c(Br)c1. (2) The reactants are: CC(C)(C)OC(=O)CBr.C[C@@H](O)C1=CC[C@H]2C3=CC=C4C[C@@H](O[Si](C)(C)C(C)(C)C)C[C@H](O[Si](C)(C)C(C)(C)C)[C@]4(C)[C@H]3CC[C@]12C. Given the product C[C@@H](OCC(=O)OC(C)(C)C)C1=CC[C@H]2C3=CC=C4C[C@@H](O[Si](C)(C)C(C)(C)C)C[C@H](O[Si](C)(C)C(C)(C)C)[C@]4(C)[C@H]3CC[C@]12C, predict the reactants needed to synthesize it. (3) Given the product CC1CN(c2nn(NC(=O)Cc3cc(F)cc(F)c3)c(=O)c3ccccc23)CC(C)O1, predict the reactants needed to synthesize it. The reactants are: CC1CN(c2nn(N)c(=O)c3ccccc23)CC(C)O1.O=C(O)Cc1cc(F)cc(F)c1. (4) Given the product [N-]=[N+]=Nc1c(C(=O)O)cccc1C(F)(F)F, predict the reactants needed to synthesize it. The reactants are: Nc1c(C(=O)O)cccc1C(F)(F)F.[N-]=[N+]=[N-].